This data is from Peptide-MHC class I binding affinity with 185,985 pairs from IEDB/IMGT. The task is: Regression. Given a peptide amino acid sequence and an MHC pseudo amino acid sequence, predict their binding affinity value. This is MHC class I binding data. (1) The peptide sequence is MLPESDLDKV. The MHC is HLA-A02:01 with pseudo-sequence HLA-A02:01. The binding affinity (normalized) is 0.782. (2) The peptide sequence is SGVENPGGYCK. The MHC is H-2-Db with pseudo-sequence H-2-Db. The binding affinity (normalized) is 0.503. (3) The peptide sequence is IEELREHLL. The MHC is HLA-B40:02 with pseudo-sequence HLA-B40:02. The binding affinity (normalized) is 0.206. (4) The peptide sequence is LPLESCFGV. The MHC is HLA-B15:01 with pseudo-sequence HLA-B15:01. The binding affinity (normalized) is 0.0847. (5) The peptide sequence is LELAFSGVL. The MHC is HLA-B40:01 with pseudo-sequence HLA-B40:01. The binding affinity (normalized) is 0.851. (6) The peptide sequence is NNTGCWGWYW. The MHC is Mamu-B17 with pseudo-sequence Mamu-B17. The binding affinity (normalized) is 0.338. (7) The peptide sequence is RMFLAMITY. The MHC is HLA-A68:01 with pseudo-sequence HLA-A68:01. The binding affinity (normalized) is 0.0824.